From a dataset of Forward reaction prediction with 1.9M reactions from USPTO patents (1976-2016). Predict the product of the given reaction. The product is: [Si:14]([O:13][C@@H:11]([CH3:12])[C@@H:10]([OH:21])[CH2:9][CH2:8][C:4]1[C:3]2[O:22][C:28]([C:27]3[CH:30]=[CH:31][C:24]([Cl:23])=[CH:25][CH:26]=3)=[N:1][C:2]=2[CH:7]=[CH:6][CH:5]=1)([C:17]([CH3:18])([CH3:20])[CH3:19])([CH3:16])[CH3:15]. Given the reactants [NH2:1][C:2]1[C:3]([OH:22])=[C:4]([CH2:8][CH2:9][C@H:10]([OH:21])[C@@H:11]([O:13][Si:14]([C:17]([CH3:20])([CH3:19])[CH3:18])([CH3:16])[CH3:15])[CH3:12])[CH:5]=[CH:6][CH:7]=1.[Cl:23][C:24]1[CH:31]=[CH:30][C:27]([CH:28]=O)=[CH:26][CH:25]=1, predict the reaction product.